This data is from Reaction yield outcomes from USPTO patents with 853,638 reactions. The task is: Predict the reaction yield, written as a fraction of the theoretical maximum amount of product (1.0 means a 100% yield; for example, 0.34 means a 34% yield). The yield is 0.870. The reactants are [CH3:1][O:2][C:3]1[CH:8]=[CH:7][C:6]([C:9]2([C:15]([OH:17])=O)[CH2:14][CH2:13][O:12][CH2:11][CH2:10]2)=[CH:5][CH:4]=1.[NH:18]1[CH2:23][CH2:22][O:21][CH2:20][CH2:19]1.F[B-](F)(F)F.N1(OC(N(C)C)=[N+](C)C)C2C=CC=CC=2N=N1. No catalyst specified. The product is [CH3:1][O:2][C:3]1[CH:4]=[CH:5][C:6]([C:9]2([C:15]([N:18]3[CH2:23][CH2:22][O:21][CH2:20][CH2:19]3)=[O:17])[CH2:10][CH2:11][O:12][CH2:13][CH2:14]2)=[CH:7][CH:8]=1.